From a dataset of Catalyst prediction with 721,799 reactions and 888 catalyst types from USPTO. Predict which catalyst facilitates the given reaction. (1) Reactant: [Br:1][C:2]1[CH:11]=[CH:10][C:9]([C:12]([OH:14])=[O:13])=[C:8]2[C:3]=1[CH:4]=[CH:5][CH:6]=[N:7]2.[C:15](=O)([O-])[O-].[K+].[K+].CI. Product: [Br:1][C:2]1[CH:11]=[CH:10][C:9]([C:12]([O:14][CH3:15])=[O:13])=[C:8]2[C:3]=1[CH:4]=[CH:5][CH:6]=[N:7]2. The catalyst class is: 3. (2) Reactant: [C:1]([C:5]1[CH:10]=[CH:9][CH:8]=[CH:7][C:6]=1[NH2:11])([CH3:4])([CH3:3])[CH3:2].Cl[CH2:13][CH2:14][N:15]([CH2:17][CH2:18]Cl)[CH3:16].C([O-])([O-])=O.[K+].[K+].[Na+].[I-]. Product: [C:1]([C:5]1[CH:10]=[CH:9][CH:8]=[CH:7][C:6]=1[N:11]1[CH2:18][CH2:17][N:15]([CH3:16])[CH2:14][CH2:13]1)([CH3:4])([CH3:2])[CH3:3]. The catalyst class is: 270. (3) Reactant: [NH2:1][C:2]1[CH:9]=[CH:8][C:5]([C:6]#[N:7])=[C:4]([C:10]([F:13])([F:12])[F:11])[CH:3]=1.[C:14](Cl)(Cl)=[S:15]. Product: [N:1]([C:2]1[CH:9]=[CH:8][C:5]([C:6]#[N:7])=[C:4]([C:10]([F:11])([F:12])[F:13])[CH:3]=1)=[C:14]=[S:15]. The catalyst class is: 805. (4) The catalyst class is: 7. Product: [NH:18]1[CH:19]=[N:20][C:16]([C:12]2[CH:11]=[C:10]3[C:15](=[CH:14][CH:13]=2)[NH:7][N:8]=[C:9]3[C:40]2[CH:45]=[CH:44][C:43]([NH:46][S:48]([CH3:47])(=[O:50])=[O:49])=[CH:42][CH:41]=2)=[N:17]1. Reactant: O1CCCCC1[N:7]1[C:15]2[C:10](=[CH:11][C:12]([C:16]3[N:20]=[CH:19][N:18](C(C4C=CC=CC=4)(C4C=CC=CC=4)C4C=CC=CC=4)[N:17]=3)=[CH:13][CH:14]=2)[C:9]([C:40]2[CH:45]=[CH:44][C:43]([NH2:46])=[CH:42][CH:41]=2)=[N:8]1.[CH3:47][S:48](Cl)(=[O:50])=[O:49].C(N(CC)CC)C. (5) Reactant: [C:1]([C:5]1[O:6][C:7]([CH3:16])=[CH:8][C:9](=[C:11]([C:14]#[N:15])[C:12]#[N:13])[CH:10]=1)([CH3:4])([CH3:3])[CH3:2].[C:17]1([N:23]([C:37]2[CH:42]=[CH:41][CH:40]=[CH:39][CH:38]=2)[C:24]2[CH:29]=[CH:28][C:27]([C:30]3[S:34][C:33]([CH:35]=O)=[CH:32][CH:31]=3)=[CH:26][CH:25]=2)[CH:22]=[CH:21][CH:20]=[CH:19][CH:18]=1.N1CCCCC1. Product: [C:1]([C:5]1[O:6][C:7]([CH:16]=[CH:35][C:33]2[S:34][C:30]([C:27]3[CH:28]=[CH:29][C:24]([N:23]([C:37]4[CH:42]=[CH:41][CH:40]=[CH:39][CH:38]=4)[C:17]4[CH:22]=[CH:21][CH:20]=[CH:19][CH:18]=4)=[CH:25][CH:26]=3)=[CH:31][CH:32]=2)=[CH:8][C:9](=[C:11]([C:14]#[N:15])[C:12]#[N:13])[CH:10]=1)([CH3:4])([CH3:2])[CH3:3]. The catalyst class is: 8.